Dataset: Reaction yield outcomes from USPTO patents with 853,638 reactions. Task: Predict the reaction yield, written as a fraction of the theoretical maximum amount of product (1.0 means a 100% yield; for example, 0.34 means a 34% yield). (1) The reactants are [N+:1]([O-:4])(O)=[O:2].[O:5]1[C:13]2[C:8](=[N:9][CH:10]=[CH:11][CH:12]=2)[NH:7][C:6]1=[O:14]. The catalyst is S(=O)(=O)(O)O. The product is [N+:1]([C:11]1[CH:12]=[C:13]2[O:5][C:6](=[O:14])[NH:7][C:8]2=[N:9][CH:10]=1)([O-:4])=[O:2]. The yield is 0.390. (2) The reactants are Br[CH2:2][C:3]1[CH:4]=[C:5]([CH:10]=[CH:11][CH:12]=1)[C:6]([O:8][CH3:9])=[O:7].[F-].[CH2:14]([N+:18](CCCC)(CCCC)CCCC)CCC.C[Si](C#N)(C)C. The catalyst is C(#N)C. The product is [C:14]([CH2:2][C:3]1[CH:4]=[C:5]([CH:10]=[CH:11][CH:12]=1)[C:6]([O:8][CH3:9])=[O:7])#[N:18]. The yield is 0.650. (3) The reactants are [CH2:1]([O:4][C:5]1[CH:10]=[CH:9][C:8]([CH2:11][SH:12])=[CH:7][CH:6]=1)[CH:2]=[CH2:3].[N:13]1([CH2:18][CH2:19]OS(C2C=CC(C)=CC=2)(=O)=O)[CH:17]=[CH:16][N:15]=[N:14]1.[H-].[Na+].O. The catalyst is CN(C=O)C.ClCCl. The product is [CH2:1]([O:4][C:5]1[CH:10]=[CH:9][C:8]([CH2:11][S:12][CH2:19][CH2:18][N:13]2[CH:17]=[CH:16][N:15]=[N:14]2)=[CH:7][CH:6]=1)[CH:2]=[CH2:3]. The yield is 0.790. (4) The reactants are [Na].[C:2]([C:4]1[CH:9]=[CH:8][C:7]([OH:10])=[CH:6][CH:5]=1)#[N:3].Br[CH2:12][CH2:13][CH2:14][CH2:15]Br. The catalyst is C(O)C. The product is [C:2]([C:4]1[CH:9]=[CH:8][C:7]([O:10][CH2:12][CH2:13][CH2:14][CH2:15][O:10][C:7]2[CH:8]=[CH:9][C:4]([C:2]#[N:3])=[CH:5][CH:6]=2)=[CH:6][CH:5]=1)#[N:3]. The yield is 0.980. (5) The product is [CH3:3][CH:4]([CH3:16])[CH:5]([OH:15])[CH2:6][CH2:7][NH:8][C:9]1[CH:14]=[CH:13][CH:12]=[CH:11][CH:10]=1. The reactants are [BH4-].[Na+].[CH3:3][CH:4]([CH3:16])[C:5](=[O:15])[CH2:6][CH2:7][NH:8][C:9]1[CH:14]=[CH:13][CH:12]=[CH:11][CH:10]=1. The yield is 0.230. The catalyst is CO. (6) The reactants are [NH2:1][C:2]1[CH:11]=[C:10]([C:12]([O:14][CH3:15])=[O:13])[CH:9]=[CH:8][C:3]=1[C:4](OC)=[O:5].Cl.[C:17](Cl)(=[NH:19])[NH2:18].CS(C)(=O)=O. The catalyst is O. The product is [NH2:18][C:17]1[NH:19][C:4](=[O:5])[C:3]2[C:2](=[CH:11][C:10]([C:12]([O:14][CH3:15])=[O:13])=[CH:9][CH:8]=2)[N:1]=1. The yield is 0.950. (7) The reactants are [Br:1][C:2]1[O:19][CH:5]2[CH2:6][N:7](CC3C=CC(OC)=CC=3)[C:8](=[O:9])[CH:4]2[CH:3]=1. The catalyst is C(O)(C(F)(F)F)=O.C1(OC)C=CC=CC=1.C(OCC)(=O)C.C([O-])(O)=O.[Na+]. The product is [Br:1][C:2]1[O:19][CH:5]2[CH2:6][NH:7][C:8](=[O:9])[CH:4]2[CH:3]=1. The yield is 0.780.